This data is from Forward reaction prediction with 1.9M reactions from USPTO patents (1976-2016). The task is: Predict the product of the given reaction. (1) The product is: [CH2:28]([O:35][C:36]1[CH:37]=[CH:38][C:39]([C:40]([O:27][C:24]2[CH:23]=[CH:22][C:21]([CH2:20][C@H:12]([NH:11][C:9]([O:8][CH2:1][C:2]3[CH:7]=[CH:6][CH:5]=[CH:4][CH:3]=3)=[O:10])[C:13]([O:15][C:16]([CH3:17])([CH3:19])[CH3:18])=[O:14])=[CH:26][CH:25]=2)=[O:41])=[CH:43][CH:44]=1)[CH2:29][CH2:30][CH2:31][CH2:32][CH2:33][CH3:34]. Given the reactants [CH2:1]([O:8][C:9]([NH:11][C@@H:12]([CH2:20][C:21]1[CH:26]=[CH:25][C:24]([OH:27])=[CH:23][CH:22]=1)[C:13]([O:15][C:16]([CH3:19])([CH3:18])[CH3:17])=[O:14])=[O:10])[C:2]1[CH:7]=[CH:6][CH:5]=[CH:4][CH:3]=1.[CH2:28]([O:35][C:36]1[CH:44]=[CH:43][C:39]([C:40](Cl)=[O:41])=[CH:38][CH:37]=1)[CH2:29][CH2:30][CH2:31][CH2:32][CH2:33][CH3:34], predict the reaction product. (2) Given the reactants [CH2:1]([O:3][C:4]1[CH:5]=[C:6]([CH:9]=[CH:10][C:11]=1[OH:12])[C:7]#[N:8])[CH3:2].C(N(CC)CC)C.[NH4+]=[S:21], predict the reaction product. The product is: [CH2:1]([O:3][C:4]1[CH:5]=[C:6]([CH:9]=[CH:10][C:11]=1[OH:12])[C:7](=[S:21])[NH2:8])[CH3:2]. (3) Given the reactants C[C:2]1[CH:7]=[C:6]([CH2:8][S:9]([CH2:11][CH2:12][N:13]2[CH:17]=[CH:16][N:15]=[N:14]2)=[O:10])[CH:5]=[CH:4][C:3]=1[OH:18].[H-].[Na+].Cl[CH2:22][C:23]1[N:24]=[C:25]([CH:28]=[CH:29][C:30]2[CH:35]=[CH:34][C:33]([O:36][C:37]([F:40])([F:39])[F:38])=[CH:32][CH:31]=2)[O:26][CH:27]=1.O.[CH3:42]N(C)C=O, predict the reaction product. The product is: [CH3:42][C:7]1[CH:2]=[C:3]([O:18][CH2:22][C:23]2[N:24]=[C:25](/[CH:28]=[CH:29]/[C:30]3[CH:35]=[CH:34][C:33]([O:36][C:37]([F:40])([F:39])[F:38])=[CH:32][CH:31]=3)[O:26][CH:27]=2)[CH:4]=[CH:5][C:6]=1[CH2:8][S:9]([CH2:11][CH2:12][N:13]1[CH:17]=[CH:16][N:15]=[N:14]1)=[O:10].